Dataset: Reaction yield outcomes from USPTO patents with 853,638 reactions. Task: Predict the reaction yield, written as a fraction of the theoretical maximum amount of product (1.0 means a 100% yield; for example, 0.34 means a 34% yield). (1) The reactants are Br[C:2]1[CH:3]=[N:4][CH:5]=[C:6]([Br:8])[CH:7]=1.[NH:9]1[CH2:13][CH2:12][C@H:11]2[CH2:14][N:15]([C:17]([O:19][C:20]([CH3:23])([CH3:22])[CH3:21])=[O:18])[CH2:16][C@@H:10]12. No catalyst specified. The product is [Br:8][C:6]1[CH:7]=[C:2]([N:9]2[CH2:13][CH2:12][C@H:11]3[CH2:14][N:15]([C:17]([O:19][C:20]([CH3:23])([CH3:22])[CH3:21])=[O:18])[CH2:16][C@@H:10]23)[CH:3]=[N:4][CH:5]=1. The yield is 0.745. (2) The reactants are [CH2:1]([O:3][C:4](=[O:10])[CH:5]([CH:8]=O)[CH:6]=O)[CH3:2].Cl.[NH:12]([C:14]1[CH:15]=[C:16]([CH:20]=[CH:21][C:22]=1[CH3:23])[C:17]([OH:19])=[O:18])[NH2:13]. The catalyst is CCO. The product is [CH2:1]([O:3][C:4]([C:5]1[CH:8]=[N:13][N:12]([C:14]2[CH:15]=[C:16]([C:17]([OH:19])=[O:18])[CH:20]=[CH:21][C:22]=2[CH3:23])[CH:6]=1)=[O:10])[CH3:2]. The yield is 0.680. (3) The reactants are [Br:1][C:2]1[CH:8]=[C:7]([Br:9])[CH:6]=[C:5]([N+:10]([O-])=O)[C:3]=1[NH2:4].O. The catalyst is C(O)C. The product is [NH2:4][C:3]1[C:2]([Br:1])=[CH:8][C:7]([Br:9])=[CH:6][C:5]=1[NH2:10]. The yield is 0.628. (4) The reactants are [C:1]([NH:4][CH2:5][CH2:6][CH2:7][S:8]([O:11][CH2:12][C:13]([CH3:26])([CH3:25])[C@@H:14]([O:17][Si:18]([CH3:24])([CH3:23])[C:19]([CH3:22])([CH3:21])[CH3:20])[CH:15]=[O:16])(=[O:10])=[O:9])(=[O:3])[CH3:2].CC(C)=[O:29]. No catalyst specified. The product is [C:1]([NH:4][CH2:5][CH2:6][CH2:7][S:8]([O:11][CH2:12][C:13]([CH3:26])([CH3:25])[C@@H:14]([O:17][Si:18]([CH3:24])([CH3:23])[C:19]([CH3:20])([CH3:22])[CH3:21])[C:15]([OH:29])=[O:16])(=[O:10])=[O:9])(=[O:3])[CH3:2]. The yield is 0.720.